From a dataset of NCI-60 drug combinations with 297,098 pairs across 59 cell lines. Regression. Given two drug SMILES strings and cell line genomic features, predict the synergy score measuring deviation from expected non-interaction effect. (1) Drug 1: CC12CCC3C(C1CCC2=O)CC(=C)C4=CC(=O)C=CC34C. Drug 2: C1CCC(C(C1)N)N.C(=O)(C(=O)[O-])[O-].[Pt+4]. Cell line: NCI-H322M. Synergy scores: CSS=10.9, Synergy_ZIP=-10.5, Synergy_Bliss=-6.29, Synergy_Loewe=-4.75, Synergy_HSA=-4.75. (2) Drug 1: C1=CC(=CC=C1CC(C(=O)O)N)N(CCCl)CCCl.Cl. Drug 2: C1=NC2=C(N=C(N=C2N1C3C(C(C(O3)CO)O)F)Cl)N. Cell line: SK-MEL-5. Synergy scores: CSS=36.6, Synergy_ZIP=-1.26, Synergy_Bliss=1.92, Synergy_Loewe=-21.1, Synergy_HSA=-0.158. (3) Drug 1: CC1=C(C(CCC1)(C)C)C=CC(=CC=CC(=CC(=O)O)C)C. Drug 2: CCC1(C2=C(COC1=O)C(=O)N3CC4=CC5=C(C=CC(=C5CN(C)C)O)N=C4C3=C2)O.Cl. Cell line: MCF7. Synergy scores: CSS=20.2, Synergy_ZIP=-2.29, Synergy_Bliss=3.51, Synergy_Loewe=-2.75, Synergy_HSA=4.04. (4) Drug 1: CCCCCOC(=O)NC1=NC(=O)N(C=C1F)C2C(C(C(O2)C)O)O. Drug 2: CC1=C2C(C(=O)C3(C(CC4C(C3C(C(C2(C)C)(CC1OC(=O)C(C(C5=CC=CC=C5)NC(=O)OC(C)(C)C)O)O)OC(=O)C6=CC=CC=C6)(CO4)OC(=O)C)O)C)O. Cell line: UACC62. Synergy scores: CSS=0.882, Synergy_ZIP=-5.42, Synergy_Bliss=-9.02, Synergy_Loewe=-9.70, Synergy_HSA=-10.00. (5) Drug 2: CN1C2=C(C=C(C=C2)N(CCCl)CCCl)N=C1CCCC(=O)O.Cl. Cell line: DU-145. Drug 1: C1=CC(=CC=C1CC(C(=O)O)N)N(CCCl)CCCl.Cl. Synergy scores: CSS=-1.57, Synergy_ZIP=6.40, Synergy_Bliss=2.97, Synergy_Loewe=-4.70, Synergy_HSA=-0.834.